Task: Predict the reactants needed to synthesize the given product.. Dataset: Full USPTO retrosynthesis dataset with 1.9M reactions from patents (1976-2016) (1) Given the product [CH2:1]([NH:4][C:14](=[O:15])[O:16][C:17]([CH3:20])([CH3:19])[CH3:18])[CH:2]=[CH2:3], predict the reactants needed to synthesize it. The reactants are: [CH2:1]([NH2:4])[CH:2]=[CH2:3].C(N(CC)C(C)C)(C)C.[C:14](O[C:14]([O:16][C:17]([CH3:20])([CH3:19])[CH3:18])=[O:15])([O:16][C:17]([CH3:20])([CH3:19])[CH3:18])=[O:15]. (2) Given the product [Cl:1][C:2]1[N:7]=[N:6][C:5]([NH:8][NH:9][C:17](=[O:18])[C:16]2[CH:15]=[CH:14][C:13]([N+:10]([O-:12])=[O:11])=[CH:21][CH:20]=2)=[CH:4][CH:3]=1, predict the reactants needed to synthesize it. The reactants are: [Cl:1][C:2]1[N:7]=[N:6][C:5]([NH:8][NH2:9])=[CH:4][CH:3]=1.[N+:10]([C:13]1[CH:21]=[CH:20][C:16]([C:17](O)=[O:18])=[CH:15][CH:14]=1)([O-:12])=[O:11].Cl.C1COCC1. (3) Given the product [CH2:21]([O:20][C:18](=[O:19])[O:8][C:5]1[CH:6]=[CH:7][C:2]([Br:1])=[CH:3][C:4]=1[F:9])[CH3:22], predict the reactants needed to synthesize it. The reactants are: [Br:1][C:2]1[CH:7]=[CH:6][C:5]([OH:8])=[C:4]([F:9])[CH:3]=1.C(N(CC)CC)C.Cl[C:18]([O:20][CH2:21][CH3:22])=[O:19]. (4) Given the product [ClH:4].[Cl:5][C:6]1[CH:11]=[CH:10][C:9]([C@H:12]2[C@H:13]([OH:20])[C@@H:14]([OH:23])[C@H:15]([OH:16])[CH:19]([O:18][CH3:17])[O:24]2)=[CH:8][C:7]=1[CH2:25][C:26]1[CH:35]=[CH:34][C:29]2[O:30][CH2:31][CH2:32][O:33][C:28]=2[CH:27]=1, predict the reactants needed to synthesize it. The reactants are: C([Cl:4])(C)=O.[Cl:5][C:6]1[CH:11]=[CH:10][C:9]([C@H:12]([OH:24])[C@@H:13]2[O:20][C@@H:19]3[C@@H:15]([O:16][C:17](C)(C)[O:18]3)[C@@H:14]2[OH:23])=[CH:8][C:7]=1[CH2:25][C:26]1[CH:35]=[CH:34][C:29]2[O:30][CH2:31][CH2:32][O:33][C:28]=2[CH:27]=1. (5) The reactants are: [CH:1]1([CH2:5][O:6][C:7]2[C:8]3[N:9]([C:13]([C:17]([OH:19])=O)=[C:14]([CH3:16])[N:15]=3)[CH:10]=[CH:11][N:12]=2)[CH2:4][CH2:3][CH2:2]1.F[B-](F)(F)F.N1(O[C+](N(C)C)N(C)C)C2C=CC=CC=2N=N1.[F:42][C:43]1[CH:44]=[C:45]([CH2:50][NH2:51])[CH:46]=[CH:47][C:48]=1[F:49].CN1CCOCC1.C(O)(=O)CC(CC(O)=O)(C(O)=O)O. Given the product [CH:1]1([CH2:5][O:6][C:7]2[C:8]3[N:9]([C:13]([C:17]([NH:51][CH2:50][C:45]4[CH:46]=[CH:47][C:48]([F:49])=[C:43]([F:42])[CH:44]=4)=[O:19])=[C:14]([CH3:16])[N:15]=3)[CH:10]=[CH:11][N:12]=2)[CH2:2][CH2:3][CH2:4]1, predict the reactants needed to synthesize it. (6) Given the product [CH3:1][S:2]([O:30][CH2:29][CH2:28][O:27][C:26]1[CH:25]=[CH:24][C:23]([N:20]2[CH2:19][CH2:18][N:17]([C:14]3[CH:15]=[CH:16][C:11]4[N:12]([C:8]([C:7]([F:6])([F:33])[F:34])=[N:9][N:10]=4)[N:13]=3)[CH2:22][CH2:21]2)=[CH:32][CH:31]=1)(=[O:4])=[O:3], predict the reactants needed to synthesize it. The reactants are: [CH3:1][S:2](Cl)(=[O:4])=[O:3].[F:6][C:7]([F:34])([F:33])[C:8]1[N:12]2[N:13]=[C:14]([N:17]3[CH2:22][CH2:21][N:20]([C:23]4[CH:32]=[CH:31][C:26]([O:27][CH2:28][CH2:29][OH:30])=[CH:25][CH:24]=4)[CH2:19][CH2:18]3)[CH:15]=[CH:16][C:11]2=[N:10][N:9]=1.C(N(CC)CC)C. (7) The reactants are: [H-].[Na+].[Br:3][C:4]1[CH:10]=[CH:9][C:7]([NH2:8])=[C:6]([C:11]([CH3:14])([CH3:13])[CH3:12])[CH:5]=1.Br[CH2:16][CH2:17][CH2:18][CH2:19]Br.[Cl-].[NH4+]. Given the product [Br:3][C:4]1[CH:10]=[CH:9][C:7]([N:8]2[CH2:19][CH2:18][CH2:17][CH2:16]2)=[C:6]([C:11]([CH3:14])([CH3:13])[CH3:12])[CH:5]=1, predict the reactants needed to synthesize it. (8) The reactants are: Br[C:2]1[CH:7]=[CH:6][C:5]([CH:8]2[C:17]3[C:12](=[CH:13][CH:14]=[N:15][C:16]=3[O:18][CH2:19][CH3:20])[NH:11][C:10]([CH3:21])=[C:9]2[C:22]([O:24][CH2:25][CH2:26][C:27]#[N:28])=[O:23])=[C:4]([O:29][C:30]([F:33])([F:32])[F:31])[CH:3]=1.[CH3:34][N:35](C=O)C. Given the product [C:34]([C:2]1[CH:7]=[CH:6][C:5]([CH:8]2[C:17]3[C:12](=[CH:13][CH:14]=[N:15][C:16]=3[O:18][CH2:19][CH3:20])[NH:11][C:10]([CH3:21])=[C:9]2[C:22]([O:24][CH2:25][CH2:26][C:27]#[N:28])=[O:23])=[C:4]([O:29][C:30]([F:32])([F:33])[F:31])[CH:3]=1)#[N:35], predict the reactants needed to synthesize it. (9) Given the product [Br:8][C:9]1[CH:10]=[C:11]([CH:27]=[CH:28][CH:29]=1)[CH2:12][C:13]1[C:14]([CH3:26])=[N:15][C:16]2[N:17]([N:20]=[CH:21][C:22]=2[C:23]([NH:7][CH2:6][CH2:5][O:4][CH:1]([CH3:3])[CH3:2])=[O:24])[C:18]=1[CH3:19], predict the reactants needed to synthesize it. The reactants are: [CH:1]([O:4][CH2:5][CH2:6][NH2:7])([CH3:3])[CH3:2].[Br:8][C:9]1[CH:10]=[C:11]([CH:27]=[CH:28][CH:29]=1)[CH2:12][C:13]1[C:14]([CH3:26])=[N:15][C:16]2[N:17]([N:20]=[CH:21][C:22]=2[C:23](O)=[O:24])[C:18]=1[CH3:19].